Dataset: Catalyst prediction with 721,799 reactions and 888 catalyst types from USPTO. Task: Predict which catalyst facilitates the given reaction. Reactant: [CH3:1][C:2]1[CH:7]=[CH:6][N:5]=[CH:4][C:3]=1[N:8]1[CH2:12][CH2:11][NH:10][C:9]1=[O:13].Br[C:15]1[CH:20]=[CH:19][C:18]([Cl:21])=[CH:17][C:16]=1[CH3:22].N[C@@H]1CCCC[C@H]1N.P([O-])([O-])([O-])=O.[K+].[K+].[K+]. Product: [Cl:21][C:18]1[CH:19]=[CH:20][C:15]([N:10]2[CH2:11][CH2:12][N:8]([C:3]3[CH:4]=[N:5][CH:6]=[CH:7][C:2]=3[CH3:1])[C:9]2=[O:13])=[C:16]([CH3:22])[CH:17]=1. The catalyst class is: 246.